Dataset: CYP2C9 inhibition data for predicting drug metabolism from PubChem BioAssay. Task: Regression/Classification. Given a drug SMILES string, predict its absorption, distribution, metabolism, or excretion properties. Task type varies by dataset: regression for continuous measurements (e.g., permeability, clearance, half-life) or binary classification for categorical outcomes (e.g., BBB penetration, CYP inhibition). Dataset: cyp2c9_veith. The molecule is COc1ccc(C(C(=O)NC(C)(C)C)N(C(=O)CNC(=O)c2cccs2)c2ccc(C)cc2)cc1OC. The result is 0 (non-inhibitor).